From a dataset of Full USPTO retrosynthesis dataset with 1.9M reactions from patents (1976-2016). Predict the reactants needed to synthesize the given product. (1) The reactants are: [C:1]([C:5]([C:8]([C:11]([C:14]([C:17]([C:20]([C:23]([C:26]([C:29]([O:32][C:33]([C:39]([O:42]C(C(OC(C(C(F)(F)F)(F)F)(F)F)(C(F)(F)F)F)=O)(F)[F:40])([C:35]([F:38])([F:37])[F:36])[F:34])([F:31])[F:30])([F:28])[F:27])([F:25])[F:24])([F:22])[F:21])([F:19])[F:18])([F:16])[F:15])([F:13])[F:12])([F:10])[F:9])([F:7])[F:6])([F:4])([F:3])[F:2].[F-].[Na+]. Given the product [C:1]([C:5]([C:8]([C:11]([C:14]([C:17]([C:20]([C:23]([C:26]([C:29]([O:32][C:33]([C:39]([F:40])=[O:42])([C:35]([F:36])([F:37])[F:38])[F:34])([F:30])[F:31])([F:27])[F:28])([F:25])[F:24])([F:22])[F:21])([F:19])[F:18])([F:16])[F:15])([F:13])[F:12])([F:10])[F:9])([F:7])[F:6])([F:4])([F:3])[F:2], predict the reactants needed to synthesize it. (2) Given the product [CH:2]([C:6]1[CH:7]=[C:8]2[C:13]([CH2:12][CH2:11][CH2:10][CH2:9]2)=[C:4]([OH:24])[C:5]=1[C:14]1[CH:23]=[CH:22][C:21]2[CH2:20][CH2:19][CH2:18][CH2:17][C:16]=2[CH:15]=1)([CH3:3])[CH3:1], predict the reactants needed to synthesize it. The reactants are: [CH2:1]=[CH:2][CH3:3].[C:4]1([OH:24])[C:5]([C:14]2[CH:23]=[CH:22][C:21]3[CH2:20][CH2:19][CH2:18][CH2:17][C:16]=3[CH:15]=2)=[CH:6][CH:7]=[C:8]2[C:13]=1[CH2:12][CH2:11][CH2:10][CH2:9]2. (3) Given the product [F:34][C:31]1[CH:32]=[CH:33][C:28]([C:15]2([CH2:14][O:13][CH:11]([C:9]3[C:8]4[C:4](=[CH:5][N:6]([CH2:35][O:36][CH2:37][CH2:38][Si:39]([CH3:42])([CH3:41])[CH3:40])[N:7]=4)[CH:3]=[C:2]([N:72]4[CH2:77][CH2:76][O:75][CH2:74][CH2:73]4)[CH:10]=3)[CH3:12])[CH2:20][CH2:19][N:18]([C:21]([O:23][C:24]([CH3:27])([CH3:26])[CH3:25])=[O:22])[CH2:17][CH2:16]2)=[CH:29][CH:30]=1, predict the reactants needed to synthesize it. The reactants are: Br[C:2]1[CH:10]=[C:9]([CH:11]([O:13][CH2:14][C:15]2([C:28]3[CH:33]=[CH:32][C:31]([F:34])=[CH:30][CH:29]=3)[CH2:20][CH2:19][N:18]([C:21]([O:23][C:24]([CH3:27])([CH3:26])[CH3:25])=[O:22])[CH2:17][CH2:16]2)[CH3:12])[C:8]2[C:4](=[CH:5][N:6]([CH2:35][O:36][CH2:37][CH2:38][Si:39]([CH3:42])([CH3:41])[CH3:40])[N:7]=2)[CH:3]=1.CC(C)([O-])C.[Na+].C(N1CCN2CCN(CC(C)C)P1N(CC(C)C)CC2)C(C)C.[NH:72]1[CH2:77][CH2:76][O:75][CH2:74][CH2:73]1. (4) Given the product [F:1][C:2]1[CH:9]=[C:8]([CH3:10])[CH:7]=[CH:6][C:19]=1[C:20]([OH:21])=[O:11], predict the reactants needed to synthesize it. The reactants are: [F:1][C:2]1[CH:9]=[C:8]([CH3:10])[CH:7]=[CH:6]C=1C#N.[OH-:11].[K+].C(OCCO[CH2:19][CH2:20][OH:21])C. (5) Given the product [Br:1][C:2]1[CH:3]=[C:4]([CH:5]=[C:6]([F:8])[CH:7]=1)[CH2:9][NH:10][C:11]([C@@H:13]1[CH2:17][C@@H:16]([F:18])[CH2:15][N:14]1[S:33]([C:30]1[CH:31]=[CH:32][C:27]([F:26])=[CH:28][CH:29]=1)(=[O:35])=[O:34])=[O:12], predict the reactants needed to synthesize it. The reactants are: [Br:1][C:2]1[CH:3]=[C:4]([CH2:9][NH:10][C:11]([C@@H:13]2[CH2:17][C@@H:16]([F:18])[CH2:15][NH:14]2)=[O:12])[CH:5]=[C:6]([F:8])[CH:7]=1.C(N(CC)CC)C.[F:26][C:27]1[CH:32]=[CH:31][C:30]([S:33](Cl)(=[O:35])=[O:34])=[CH:29][CH:28]=1. (6) Given the product [NH2:12][C:9]1[CH:10]=[CH:11][C:2]([Br:1])=[C:3]([CH:8]=1)[C:4]([O:6][CH3:7])=[O:5], predict the reactants needed to synthesize it. The reactants are: [Br:1][C:2]1[CH:11]=[CH:10][C:9]([N+:12]([O-])=O)=[CH:8][C:3]=1[C:4]([O:6][CH3:7])=[O:5].[In].[Cl-].[NH4+]. (7) The reactants are: [NH:1]1[CH2:6][CH2:5][CH:4]([NH:7][C:8]2[O:9][C:10]3[C:16]([S:17]([NH2:20])(=[O:19])=[O:18])=[CH:15][CH:14]=[CH:13][C:11]=3[N:12]=2)[CH2:3][CH2:2]1.[CH2:21]([O:23][C:24]1[CH:25]=[C:26]([CH:29]=[C:30]([O:33][CH2:34][CH3:35])[C:31]=1[F:32])[CH:27]=O)[CH3:22].C([BH3-])#N.[Na+].C(N(C(C)C)C(C)C)C. Given the product [CH2:21]([O:23][C:24]1[CH:25]=[C:26]([CH:29]=[C:30]([O:33][CH2:34][CH3:35])[C:31]=1[F:32])[CH2:27][N:1]1[CH2:2][CH2:3][CH:4]([NH:7][C:8]2[O:9][C:10]3[C:16]([S:17]([NH2:20])(=[O:18])=[O:19])=[CH:15][CH:14]=[CH:13][C:11]=3[N:12]=2)[CH2:5][CH2:6]1)[CH3:22], predict the reactants needed to synthesize it. (8) Given the product [F:10][C:7]([F:8])([F:9])[C:6]([N:18]1[CH2:19][C:20]2([CH2:25][CH2:24][N:23]([C:26]([O:28][C:29]([CH3:32])([CH3:31])[CH3:30])=[O:27])[CH2:22][CH2:21]2)[O:15][CH2:16][CH2:17]1)=[O:11], predict the reactants needed to synthesize it. The reactants are: [F:8][C:7]([F:10])([F:9])[C:6](O[C:6](=[O:11])[C:7]([F:10])([F:9])[F:8])=[O:11].Cl.[O:15]1[C:20]2([CH2:25][CH2:24][N:23]([C:26]([O:28][C:29]([CH3:32])([CH3:31])[CH3:30])=[O:27])[CH2:22][CH2:21]2)[CH2:19][NH:18][CH2:17][CH2:16]1.C(N(CC)CC)C.O. (9) Given the product [Cl:25][C:26]1[CH:27]=[C:28]([C:53]([NH:57][C@@H:58]2[CH2:62][CH2:61][N:60]([CH3:63])[C:59]2=[O:64])=[O:54])[CH:29]=[N:30][C:31]=1[CH2:32][NH:33][C:34]([NH:36][CH:37]1[C:43]2[CH:44]=[N:45][CH:46]=[CH:47][C:42]=2[CH2:41][CH2:40][C:39]2[C:48]([F:52])=[CH:49][CH:50]=[CH:51][C:38]1=2)=[O:35], predict the reactants needed to synthesize it. The reactants are: CN(C(ON1N=NC2C=CC=NC1=2)=[N+](C)C)C.F[P-](F)(F)(F)(F)F.[Cl:25][C:26]1[CH:27]=[C:28]([C:53](O)=[O:54])[CH:29]=[N:30][C:31]=1[CH2:32][NH:33][C:34]([NH:36][CH:37]1[C:43]2[CH:44]=[N:45][CH:46]=[CH:47][C:42]=2[CH2:41][CH2:40][C:39]2[C:48]([F:52])=[CH:49][CH:50]=[CH:51][C:38]1=2)=[O:35].Cl.[NH2:57][C@@H:58]1[CH2:62][CH2:61][N:60]([CH3:63])[C:59]1=[O:64]. (10) The reactants are: [NH2:1][C:2]1[CH:7]=[CH:6][N:5]=[C:4]([C:8]2[CH:9]=[C:10]([CH2:15][NH:16][S:17]([CH3:20])(=[O:19])=[O:18])[CH:11]=[C:12]([F:14])[CH:13]=2)[C:3]=1[N+:21]([O-])=O.[NH4+].[Cl-]. Given the product [NH2:21][C:3]1[C:4]([C:8]2[CH:9]=[C:10]([CH:11]=[C:12]([F:14])[CH:13]=2)[CH2:15][NH:16][S:17]([CH3:20])(=[O:18])=[O:19])=[N:5][CH:6]=[CH:7][C:2]=1[NH2:1], predict the reactants needed to synthesize it.